Dataset: Full USPTO retrosynthesis dataset with 1.9M reactions from patents (1976-2016). Task: Predict the reactants needed to synthesize the given product. (1) Given the product [CH3:16][O:15][CH:14]([O:17][CH3:18])[CH2:13][N:12]1[C:3]2[C:4]([C:5]([O:7][CH3:8])=[O:6])=[CH:9][CH:10]=[CH:11][C:2]=2[N:1]=[C:30]1[C:29]1[CH:32]=[CH:33][C:26]([F:25])=[CH:27][CH:28]=1, predict the reactants needed to synthesize it. The reactants are: [NH2:1][C:2]1[C:3]([NH:12][CH2:13][CH:14]([O:17][CH3:18])[O:15][CH3:16])=[C:4]([CH:9]=[CH:10][CH:11]=1)[C:5]([O:7][CH3:8])=[O:6].OOS([O-])=O.[K+].[F:25][C:26]1[CH:33]=[CH:32][C:29]([CH:30]=O)=[CH:28][CH:27]=1. (2) Given the product [CH2:2]([O:4][C:5](=[O:9])[CH2:6][CH2:7][N:8]=[CH:29][C:28]1[CH:31]=[CH:32][C:25]([O:24][CH2:17][C:18]2[CH:23]=[CH:22][CH:21]=[CH:20][CH:19]=2)=[CH:26][CH:27]=1)[CH3:3], predict the reactants needed to synthesize it. The reactants are: Cl.[CH2:2]([O:4][C:5](=[O:9])[CH2:6][CH2:7][NH2:8])[CH3:3].CCN(CC)CC.[CH2:17]([O:24][C:25]1[CH:32]=[CH:31][C:28]([CH:29]=O)=[CH:27][CH:26]=1)[C:18]1[CH:23]=[CH:22][CH:21]=[CH:20][CH:19]=1.[O-]S([O-])(=O)=O.[Mg+2]. (3) Given the product [CH2:1]([O:3][C:4]([C:6]1[N:7]=[C:8]([C:27]#[N:28])[C:9]2[C:14]([C:15]=1[OH:16])=[CH:13][CH:12]=[C:11]([O:17][C:18]1[CH:23]=[CH:22][C:21]([F:24])=[CH:20][C:19]=1[Cl:25])[CH:10]=2)=[O:5])[CH3:2], predict the reactants needed to synthesize it. The reactants are: [CH2:1]([O:3][C:4]([C:6]1[N:7]=[C:8](Br)[C:9]2[C:14]([C:15]=1[OH:16])=[CH:13][CH:12]=[C:11]([O:17][C:18]1[CH:23]=[CH:22][C:21]([F:24])=[CH:20][C:19]=1[Cl:25])[CH:10]=2)=[O:5])[CH3:2].[C:27]([Cu])#[N:28].N#N.Cl. (4) Given the product [CH3:1][N:2]1[CH:6]=[C:5]([CH:7]=[O:8])[C:4]([C:9]([F:10])([F:11])[F:12])=[N:3]1, predict the reactants needed to synthesize it. The reactants are: [CH3:1][N:2]1[CH:6]=[C:5]([CH2:7][OH:8])[C:4]([C:9]([F:12])([F:11])[F:10])=[N:3]1.C[N+]1([O-])CCOCC1.C([N+](CCC)(CCC)CCC)CC. (5) Given the product [C:26]([O:25][CH:19]([C:8]1[C:7]([CH3:30])=[CH:6][C:5]2[C:10](=[CH:11][C:2]([C:32]#[C:31][C:33]3([OH:40])[CH2:38][CH2:37][N:36]([CH3:39])[CH2:35][CH2:34]3)=[CH:3][CH:4]=2)[C:9]=1[C:12]1[CH:13]=[CH:14][C:15]([Cl:18])=[CH:16][CH:17]=1)[C:20]([OH:22])=[O:21])([CH3:27])([CH3:29])[CH3:28], predict the reactants needed to synthesize it. The reactants are: Br[C:2]1[CH:11]=[C:10]2[C:5]([CH:6]=[C:7]([CH3:30])[C:8]([CH:19]([O:25][C:26]([CH3:29])([CH3:28])[CH3:27])[C:20]([O:22]CC)=[O:21])=[C:9]2[C:12]2[CH:17]=[CH:16][C:15]([Cl:18])=[CH:14][CH:13]=2)=[CH:4][CH:3]=1.[C:31]([C:33]1([OH:40])[CH2:38][CH2:37][N:36]([CH3:39])[CH2:35][CH2:34]1)#[CH:32].